Dataset: Reaction yield outcomes from USPTO patents with 853,638 reactions. Task: Predict the reaction yield, written as a fraction of the theoretical maximum amount of product (1.0 means a 100% yield; for example, 0.34 means a 34% yield). The reactants are [OH:1][C:2]1[C:7]([CH2:8][CH:9]=[C:10]([CH3:12])[CH3:11])=[C:6]([OH:13])[C:5]([CH2:14][CH:15]=[C:16]([CH3:18])[CH3:17])=[C:4](O)[C:3]=1[C:20](=[O:23])[CH2:21][CH3:22].C(=O)([O-])[O-].[K+].[K+].[F:30][C:31]1[CH:32]=[C:33]([CH:37]=[CH:38][C:39]=1[F:40])[C:34](Cl)=[O:35]. The catalyst is CCCC[N+](CCCC)(CCCC)CCCC.[Br-].C1(C)C=CC=CC=1. The product is [F:30][C:31]1[CH:32]=[C:33]([C:34]2[O:35][C:4]3[C:5]([CH2:14][CH:15]=[C:16]([CH3:18])[CH3:17])=[C:6]([OH:13])[C:7]([CH2:8][CH:9]=[C:10]([CH3:12])[CH3:11])=[C:2]([OH:1])[C:3]=3[C:20](=[O:23])[C:21]=2[CH3:22])[CH:37]=[CH:38][C:39]=1[F:40]. The yield is 0.0120.